This data is from Forward reaction prediction with 1.9M reactions from USPTO patents (1976-2016). The task is: Predict the product of the given reaction. (1) Given the reactants [CH2:1]1[O:5][C@@H:4]2[C@H:6]([OH:9])[CH2:7][O:8][C@@H:3]2[C@@H:2]1[OH:10].[C:11]1([CH3:21])[CH:16]=[CH:15][C:14]([S:17](Cl)(=[O:19])=[O:18])=[CH:13][CH:12]=1.[OH-].[K+], predict the reaction product. The product is: [CH3:21][C:11]1[CH:16]=[CH:15][C:14]([S:17]([O:10][C@@H:2]2[CH2:1][O:5][C@@H:4]3[C@H:6]([OH:9])[CH2:7][O:8][C@H:3]23)(=[O:19])=[O:18])=[CH:13][CH:12]=1. (2) Given the reactants I[C:2]1[N:3]=[CH:4][N:5](C(C2C=CC=CC=2)(C2C=CC=CC=2)C2C=CC=CC=2)[CH:6]=1.C([Mg]Br)C.Br[C:31]1[CH:32]=[CH:33][C:34]([F:37])=[N:35][CH:36]=1, predict the reaction product. The product is: [F:37][C:34]1[CH:33]=[CH:32][C:31]([C:2]2[N:3]=[CH:4][NH:5][CH:6]=2)=[CH:36][N:35]=1. (3) Given the reactants C(N([P:8]([N:12]([CH:16]([CH3:18])[CH3:17])[CH:13]([CH3:15])[CH3:14])(Cl)([O-:10])[O-:9])C(C)C)(C)C.[C:19]([NH:27][C:28]1[C:29]2[N:30]=[CH:31][N:32]([C:64]=2[N:65]=[CH:66][N:67]=1)[C@@H:33]1[O:63][C@H:37]([CH2:38][O:39][C:40]([C:57]2[CH:62]=[CH:61][CH:60]=[CH:59][CH:58]=2)([C:49]2[CH:54]=[CH:53][C:52]([O:55][CH3:56])=[CH:51][CH:50]=2)[C:41]2[CH:46]=[CH:45][C:44]([O:47][CH3:48])=[CH:43][CH:42]=2)[C@@H:35]([OH:36])[CH2:34]1)(=[O:26])[C:20]1[CH:25]=[CH:24][CH:23]=[CH:22][CH:21]=1.C(N(C(C)C)C(C)C)C.[C:77]([O:80][C@@H:81]1[C@@H:91]([O:92][C:93](=[O:95])[CH3:94])[C@H:90]([O:96][C:97](=[O:99])[CH3:98])[C@@H:89]([CH2:100][O:101][C:102](=[O:104])[CH3:103])[O:88][C@H:82]1[O:83][CH2:84][CH2:85][CH2:86]O)(=[O:79])[CH3:78].N1C=NN=N1, predict the reaction product. The product is: [C:19]([NH:27][C:28]1[C:29]2[N:30]=[CH:31][N:32]([C:64]=2[N:65]=[CH:66][N:67]=1)[C@@H:33]1[O:63][C@H:37]([CH2:38][O:39][C:40]([C:57]2[CH:62]=[CH:61][CH:60]=[CH:59][CH:58]=2)([C:49]2[CH:54]=[CH:53][C:52]([O:55][CH3:56])=[CH:51][CH:50]=2)[C:41]2[CH:42]=[CH:43][C:44]([O:47][CH3:48])=[CH:45][CH:46]=2)[C@@H:35]([O:36][P:8]([N:12]([CH:13]([CH3:14])[CH3:15])[CH:16]([CH3:17])[CH3:18])([O:9][CH2:86][CH2:85][CH2:84][O:83][C@@H:82]2[O:88][C@H:89]([CH2:100][O:101][C:102](=[O:104])[CH3:103])[C@@H:90]([O:96][C:97](=[O:99])[CH3:98])[C@H:91]([O:92][C:93](=[O:95])[CH3:94])[C@H:81]2[O:80][C:77](=[O:79])[CH3:78])=[O:10])[CH2:34]1)(=[O:26])[C:20]1[CH:25]=[CH:24][CH:23]=[CH:22][CH:21]=1. (4) Given the reactants C([N-]C(C)C)(C)C.[Li+].[Cl:9][C:10]1[CH:15]=[CH:14][C:13]([C:16]2[CH:20]=[C:19]([CH3:21])[N:18]([C:22]3[C:23](=[O:29])[CH2:24][CH2:25][C:26]=3[O:27]C)[N:17]=2)=[CH:12][CH:11]=1.[F:30][C:31]1[CH:32]=[CH:33][C:34]([CH:37]=O)=[N:35][CH:36]=1.Cl, predict the reaction product. The product is: [Cl:9][C:10]1[CH:15]=[CH:14][C:13]([C:16]2[CH:20]=[C:19]([CH3:21])[N:18]([CH:22]3[C:23](=[O:29])/[C:24](=[CH:37]\[C:34]4[CH:33]=[CH:32][C:31]([F:30])=[CH:36][N:35]=4)/[CH2:25][C:26]3=[O:27])[N:17]=2)=[CH:12][CH:11]=1.[Cl:9][C:10]1[CH:15]=[CH:14][C:13]([C:16]2[CH:20]=[C:19]([CH3:21])[N:18]([CH:22]3[C:23](=[O:29])/[C:24](=[CH:37]/[C:34]4[CH:33]=[CH:32][C:31]([F:30])=[CH:36][N:35]=4)/[CH2:25][C:26]3=[O:27])[N:17]=2)=[CH:12][CH:11]=1. (5) Given the reactants [CH3:1][O:2][C:3](=[O:51])[CH:4]([NH:35][C:36](=[O:50])[CH:37]([CH2:45][S:46][C:47](=[O:49])[CH3:48])[CH2:38][C:39]1[CH:44]=[CH:43][CH:42]=[CH:41][CH:40]=1)[CH2:5][C:6]1[CH:11]=[CH:10][C:9]([NH:12][C:13](=[O:34])[CH2:14][CH2:15][CH:16]([NH:26]C(OC(C)(C)C)=O)[C:17]([N:19]2[CH2:23][CH2:22][CH2:21][CH:20]2[C:24]#[N:25])=[O:18])=[CH:8][CH:7]=1.O, predict the reaction product. The product is: [CH3:1][O:2][C:3](=[O:51])[CH:4]([NH:35][C:36](=[O:50])[CH:37]([CH2:45][S:46][C:47](=[O:49])[CH3:48])[CH2:38][C:39]1[CH:40]=[CH:41][CH:42]=[CH:43][CH:44]=1)[CH2:5][C:6]1[CH:11]=[CH:10][C:9]([NH:12][C:13](=[O:34])[CH2:14][CH2:15][CH:16]([NH2:26])[C:17]([N:19]2[CH2:23][CH2:22][CH2:21][CH:20]2[C:24]#[N:25])=[O:18])=[CH:8][CH:7]=1. (6) Given the reactants [CH2:1]([O:3][C:4]([C:6]1[C:14]2[C:9](=[CH:10][CH:11]=[C:12]([OH:15])[CH:13]=2)[N:8]([C:16]2[CH:21]=[CH:20][CH:19]=[C:18]([Cl:22])[CH:17]=2)[C:7]=1[CH2:23][C:24]([O:26][CH2:27][CH3:28])=[O:25])=[O:5])[CH3:2].[F:29][C:30]([F:41])([F:40])[C:31]1[CH:32]=[C:33](B(O)O)[CH:34]=[CH:35][CH:36]=1, predict the reaction product. The product is: [CH2:1]([O:3][C:4]([C:6]1[C:14]2[C:9](=[CH:10][CH:11]=[C:12]([O:15][C:35]3[CH:34]=[CH:33][CH:32]=[C:31]([C:30]([F:41])([F:40])[F:29])[CH:36]=3)[CH:13]=2)[N:8]([C:16]2[CH:21]=[CH:20][CH:19]=[C:18]([Cl:22])[CH:17]=2)[C:7]=1[CH2:23][C:24]([O:26][CH2:27][CH3:28])=[O:25])=[O:5])[CH3:2]. (7) The product is: [Br:8][C:5]1[CH:4]=[C:3]2[C:2](=[CH:7][CH:6]=1)[N:1]=[CH:20][N:22]=[C:9]2[C:11]1[CH:16]=[CH:15][N:14]=[CH:13][CH:12]=1. Given the reactants [NH2:1][C:2]1[CH:7]=[CH:6][C:5]([Br:8])=[CH:4][C:3]=1[C:9]([C:11]1[CH:16]=[CH:15][N:14]=[CH:13][CH:12]=1)=O.C(O)=O.[CH:20]([NH2:22])=O, predict the reaction product.